From a dataset of Reaction yield outcomes from USPTO patents with 853,638 reactions. Predict the reaction yield, written as a fraction of the theoretical maximum amount of product (1.0 means a 100% yield; for example, 0.34 means a 34% yield). (1) The reactants are C([O:8][C:9]1[CH:10]=[C:11]([C:15]2[CH:16]=[C:17]3[C:21](=[CH:22][CH:23]=2)[NH:20][N:19]=[C:18]3[C:24]2[NH:25][CH:26]=[CH:27][CH:28]=2)[CH:12]=[N:13][CH:14]=1)C1C=CC=CC=1. The catalyst is CO.[Pd]. The product is [NH:25]1[CH:26]=[CH:27][CH:28]=[C:24]1[C:18]1[C:17]2[C:21](=[CH:22][CH:23]=[C:15]([C:11]3[CH:10]=[C:9]([OH:8])[CH:14]=[N:13][CH:12]=3)[CH:16]=2)[NH:20][N:19]=1. The yield is 0.800. (2) The reactants are [Cl:1][C:2]1[CH:7]=[CH:6][C:5]([CH2:8][CH2:9]O)=[CH:4][CH:3]=1.CN(C)C=O.S(Cl)([Cl:18])=O.O. The catalyst is C1(C)C=CC=CC=1. The product is [Cl:1][C:2]1[CH:7]=[CH:6][C:5]([CH2:8][CH2:9][Cl:18])=[CH:4][CH:3]=1. The yield is 0.970.